This data is from Reaction yield outcomes from USPTO patents with 853,638 reactions. The task is: Predict the reaction yield, written as a fraction of the theoretical maximum amount of product (1.0 means a 100% yield; for example, 0.34 means a 34% yield). (1) The reactants are [NH2:1][C:2]1[CH:30]=[CH:29][C:5]([O:6][C:7]2[N:12]=[CH:11][N:10]=[C:9]([NH:13][C:14](=[O:28])[N:15]([CH3:27])[CH:16]3[CH2:21][CH2:20][N:19]([CH:22]4[CH2:25][N:24]([CH3:26])[CH2:23]4)[CH2:18][CH2:17]3)[CH:8]=2)=[C:4]([F:31])[CH:3]=1.[C@]12(CS(O)(=O)=O)C(C)(C)C(CC1)CC2=O.[F:47][C:48]1[CH:53]=[CH:52][C:51]([CH2:54][C:55]([N:57]=[C:58]=[S:59])=[O:56])=[CH:50][CH:49]=1.C(OCC)C. The catalyst is C(O)C.C1(C)C=CC=CC=1.CCCCCC. The product is [F:31][C:4]1[CH:3]=[C:2]([NH:1][C:58]([NH:57][C:55](=[O:56])[CH2:54][C:51]2[CH:52]=[CH:53][C:48]([F:47])=[CH:49][CH:50]=2)=[S:59])[CH:30]=[CH:29][C:5]=1[O:6][C:7]1[N:12]=[CH:11][N:10]=[C:9]([NH:13][C:14](=[O:28])[N:15]([CH3:27])[CH:16]2[CH2:17][CH2:18][N:19]([CH:22]3[CH2:23][N:24]([CH3:26])[CH2:25]3)[CH2:20][CH2:21]2)[CH:8]=1. The yield is 0.110. (2) The reactants are [CH3:1][O:2][C:3]1[CH:4]=[CH:5][C:6]2[C:10]([O:11][C:12]3[CH:17]=[CH:16][C:15](/[CH:18]=[CH:19]/[C:20]([O:22]C)=[O:21])=[CH:14][CH:13]=3)=[C:9]([C:24]3[CH:29]=[CH:28][C:27]([O:30][CH3:31])=[CH:26][CH:25]=3)[S:8][C:7]=2[CH:32]=1.C1COCC1.O.[Li+].[OH-]. The catalyst is C(Cl)Cl.CO. The product is [CH3:1][O:2][C:3]1[CH:4]=[CH:5][C:6]2[C:10]([O:11][C:12]3[CH:17]=[CH:16][C:15](/[CH:18]=[CH:19]/[C:20]([OH:22])=[O:21])=[CH:14][CH:13]=3)=[C:9]([C:24]3[CH:25]=[CH:26][C:27]([O:30][CH3:31])=[CH:28][CH:29]=3)[S:8][C:7]=2[CH:32]=1. The yield is 0.920. (3) The reactants are Cl.[O:2]=[C:3]([C:14]1[CH:19]=[CH:18][CH:17]=[CH:16][CH:15]=1)[CH2:4][C:5](SC1C=CC=CC=1)=[NH:6].[CH2:20]([O:25][C:26]1[CH:32]=[CH:31][C:29]([NH2:30])=[CH:28][CH:27]=1)[CH2:21][CH2:22][CH2:23][CH3:24]. The catalyst is C(O)(=O)C. The product is [O:2]=[C:3]([C:14]1[CH:15]=[CH:16][CH:17]=[CH:18][CH:19]=1)[CH2:4][C:5](=[NH:6])[NH:30][C:29]1[CH:28]=[CH:27][C:26]([O:25][CH2:20][CH2:21][CH2:22][CH2:23][CH3:24])=[CH:32][CH:31]=1. The yield is 0.600. (4) The reactants are F[C:2]1[CH:3]=[N:4][C:5]2[C:10]([N:11]=1)=[C:9]([C:12]1[NH:20][C:19]3[CH2:18][CH2:17][NH:16][C:15](=[O:21])[C:14]=3[CH:13]=1)[CH:8]=[CH:7][CH:6]=2.[CH2:22]([NH:24][C:25]1[CH:30]=[CH:29][CH:28]=[CH:27][CH:26]=1)[CH3:23].C[Si]([N-][Si](C)(C)C)(C)C.[Na+]. No catalyst specified. The product is [CH2:22]([N:24]([C:25]1[CH:30]=[CH:29][CH:28]=[CH:27][CH:26]=1)[C:2]1[CH:3]=[N:4][C:5]2[C:10]([N:11]=1)=[C:9]([C:12]1[NH:20][C:19]3[CH2:18][CH2:17][NH:16][C:15](=[O:21])[C:14]=3[CH:13]=1)[CH:8]=[CH:7][CH:6]=2)[CH3:23]. The yield is 0.400. (5) The reactants are [CH:1]1[C:10]2[C:5](=[CH:6][CH:7]=[CH:8][CH:9]=2)[CH:4]=[CH:3][C:2]=1[C:11]([NH:13][C@H:14]([C:19]([OH:21])=[O:20])[C@H:15]([CH2:17][CH3:18])C)=[O:12].[CH3:22]OC(=O)[C@H](CC(C)C)N. No catalyst specified. The product is [CH:1]1[C:10]2[C:5](=[CH:6][CH:7]=[CH:8][CH:9]=2)[CH:4]=[CH:3][C:2]=1[C:11]([NH:13][C@H:14]([C:19]([OH:21])=[O:20])[CH2:15][CH:17]([CH3:18])[CH3:22])=[O:12]. The yield is 0.980. (6) The reactants are [Br:1][C:2]1[CH:7]=[CH:6][C:5]([F:8])=[CH:4][C:3]=1[NH2:9].[CH:10](=O)/[CH:11]=[CH:12]/[CH3:13].O.[NH4+].[OH-]. The catalyst is Cl.[Cl-].[Cl-].[Zn+2].CCOCC. The product is [Br:1][C:2]1[CH:7]=[CH:6][C:5]([F:8])=[C:4]2[C:3]=1[N:9]=[C:12]([CH3:13])[CH:11]=[CH:10]2. The yield is 0.950.